From a dataset of Retrosynthesis with 50K atom-mapped reactions and 10 reaction types from USPTO. Predict the reactants needed to synthesize the given product. (1) The reactants are: COC(=O)CCc1ccc(O)c(Br)c1.Ic1ccccc1. Given the product COC(=O)CCc1ccc(Oc2ccccc2)c(Br)c1, predict the reactants needed to synthesize it. (2) Given the product Nc1ccc(F)cc1OC1CCOCC1, predict the reactants needed to synthesize it. The reactants are: O=[N+]([O-])c1ccc(F)cc1OC1CCOCC1. (3) Given the product COC1CN(C)CCc2ccccc21, predict the reactants needed to synthesize it. The reactants are: COC1C(=O)N(C)CCc2ccccc21. (4) Given the product COC(=O)c1ccc(COc2ccc(Oc3cccc(-c4c(Cc5ccccc5)cnc5c(C(F)(F)F)cccc45)c3)cc2)cc1, predict the reactants needed to synthesize it. The reactants are: COC(=O)c1ccc(CBr)cc1.Oc1ccc(Oc2cccc(-c3c(Cc4ccccc4)cnc4c(C(F)(F)F)cccc34)c2)cc1. (5) The reactants are: Nn1nc(-c2ccccc2)c2cc(F)ccc2c1=O.O=C(O)Cc1cc(F)cc(F)c1. Given the product O=C(Cc1cc(F)cc(F)c1)Nn1nc(-c2ccccc2)c2cc(F)ccc2c1=O, predict the reactants needed to synthesize it.